Predict the product of the given reaction. From a dataset of Forward reaction prediction with 1.9M reactions from USPTO patents (1976-2016). (1) Given the reactants C([N:8]1[CH2:17][C:16]([CH3:19])([CH3:18])[C:15]2[N:14]=[C:13]([Cl:20])[CH:12]=[CH:11][C:10]=2[CH2:9]1)C1C=CC=CC=1.[CH:21]([Mg]Cl)([CH3:23])[CH3:22], predict the reaction product. The product is: [ClH:20].[CH:21]([C:13]1[CH:12]=[CH:11][C:10]2[CH2:9][NH:8][CH2:17][C:16]([CH3:18])([CH3:19])[C:15]=2[N:14]=1)([CH3:23])[CH3:22]. (2) Given the reactants Cl[C:2]1[N:3]=[C:4]([NH:17][CH3:18])[C:5]2[CH2:10][CH2:9][CH:8]([C:11]3[CH:16]=[CH:15][CH:14]=[CH:13][CH:12]=3)[C:6]=2[N:7]=1.[NH2:19][C:20]1[CH:25]=[CH:24][C:23]([N:26]2[CH:30]=[C:29]([C:31]#[N:32])[N:28]=[CH:27]2)=[C:22]([O:33][CH3:34])[CH:21]=1.CC(O)=O.[OH-].[Na+], predict the reaction product. The product is: [CH3:34][O:33][C:22]1[CH:21]=[C:20]([NH:19][C:2]2[N:3]=[C:4]([NH:17][CH3:18])[C:5]3[CH2:10][CH2:9][CH:8]([C:11]4[CH:16]=[CH:15][CH:14]=[CH:13][CH:12]=4)[C:6]=3[N:7]=2)[CH:25]=[CH:24][C:23]=1[N:26]1[CH:30]=[C:29]([C:31]#[N:32])[N:28]=[CH:27]1.